From a dataset of Catalyst prediction with 721,799 reactions and 888 catalyst types from USPTO. Predict which catalyst facilitates the given reaction. (1) Reactant: [O:1]1[C:5]2([CH2:10][CH2:9][CH:8]([CH2:11][OH:12])[CH2:7][CH2:6]2)OCC1.[H-].[Na+].[CH3:15]I.O. Product: [CH3:15][O:12][CH2:11][CH:8]1[CH2:7][CH2:6][C:5](=[O:1])[CH2:10][CH2:9]1. The catalyst class is: 7. (2) Reactant: [OH:1][C@H:2]([CH3:22])[C:3]([NH:5][C@H:6]1[CH2:11][CH2:10][C@H:9]([C@H:12]([NH:14]C(=O)OC(C)(C)C)[CH3:13])[CH2:8][CH2:7]1)=[O:4].Cl.O1CCOCC1. Product: [NH2:14][C@@H:12]([C@H:9]1[CH2:8][CH2:7][C@H:6]([NH:5][C:3](=[O:4])[C@H:2]([OH:1])[CH3:22])[CH2:11][CH2:10]1)[CH3:13]. The catalyst class is: 4.